This data is from NCI-60 drug combinations with 297,098 pairs across 59 cell lines. The task is: Regression. Given two drug SMILES strings and cell line genomic features, predict the synergy score measuring deviation from expected non-interaction effect. (1) Drug 1: CC1CCC2CC(C(=CC=CC=CC(CC(C(=O)C(C(C(=CC(C(=O)CC(OC(=O)C3CCCCN3C(=O)C(=O)C1(O2)O)C(C)CC4CCC(C(C4)OC)OCCO)C)C)O)OC)C)C)C)OC. Drug 2: CC1C(C(CC(O1)OC2CC(CC3=C2C(=C4C(=C3O)C(=O)C5=C(C4=O)C(=CC=C5)OC)O)(C(=O)CO)O)N)O.Cl. Cell line: HCC-2998. Synergy scores: CSS=36.2, Synergy_ZIP=-3.92, Synergy_Bliss=0.111, Synergy_Loewe=0.684, Synergy_HSA=1.94. (2) Drug 1: CCC1=C2CN3C(=CC4=C(C3=O)COC(=O)C4(CC)O)C2=NC5=C1C=C(C=C5)O. Drug 2: CC1=C(N=C(N=C1N)C(CC(=O)N)NCC(C(=O)N)N)C(=O)NC(C(C2=CN=CN2)OC3C(C(C(C(O3)CO)O)O)OC4C(C(C(C(O4)CO)O)OC(=O)N)O)C(=O)NC(C)C(C(C)C(=O)NC(C(C)O)C(=O)NCCC5=NC(=CS5)C6=NC(=CS6)C(=O)NCCC[S+](C)C)O. Cell line: SN12C. Synergy scores: CSS=32.9, Synergy_ZIP=-12.6, Synergy_Bliss=-4.52, Synergy_Loewe=-17.0, Synergy_HSA=-2.30. (3) Drug 1: CC12CCC(CC1=CCC3C2CCC4(C3CC=C4C5=CN=CC=C5)C)O. Drug 2: CC1CCC2CC(C(=CC=CC=CC(CC(C(=O)C(C(C(=CC(C(=O)CC(OC(=O)C3CCCCN3C(=O)C(=O)C1(O2)O)C(C)CC4CCC(C(C4)OC)OCCO)C)C)O)OC)C)C)C)OC. Cell line: UACC62. Synergy scores: CSS=15.7, Synergy_ZIP=-1.06, Synergy_Bliss=2.78, Synergy_Loewe=-5.14, Synergy_HSA=3.57. (4) Drug 1: C1CCC(CC1)NC(=O)N(CCCl)N=O. Drug 2: C1=C(C(=O)NC(=O)N1)F. Cell line: HL-60(TB). Synergy scores: CSS=63.1, Synergy_ZIP=-0.776, Synergy_Bliss=-7.54, Synergy_Loewe=-5.23, Synergy_HSA=-2.67. (5) Drug 1: C1CN1C2=NC(=NC(=N2)N3CC3)N4CC4. Drug 2: C1=NNC2=C1C(=O)NC=N2. Cell line: COLO 205. Synergy scores: CSS=33.0, Synergy_ZIP=-0.474, Synergy_Bliss=-2.36, Synergy_Loewe=-19.9, Synergy_HSA=-2.32. (6) Cell line: MDA-MB-435. Drug 2: CCC1(C2=C(COC1=O)C(=O)N3CC4=CC5=C(C=CC(=C5CN(C)C)O)N=C4C3=C2)O.Cl. Drug 1: C1=NNC2=C1C(=O)NC=N2. Synergy scores: CSS=11.2, Synergy_ZIP=-2.89, Synergy_Bliss=3.00, Synergy_Loewe=-16.7, Synergy_HSA=-1.94.